From a dataset of Peptide-MHC class II binding affinity with 134,281 pairs from IEDB. Regression. Given a peptide amino acid sequence and an MHC pseudo amino acid sequence, predict their binding affinity value. This is MHC class II binding data. (1) The peptide sequence is PRRWLRFCNPELSEI. The MHC is DRB1_1201 with pseudo-sequence DRB1_1201. The binding affinity (normalized) is 0.293. (2) The peptide sequence is SHLNAMSKVRKDISE. The MHC is DRB4_0103 with pseudo-sequence DRB4_0103. The binding affinity (normalized) is 0.763. (3) The peptide sequence is KEIYNYMEPYVSKNP. The MHC is DRB1_0401 with pseudo-sequence DRB1_0401. The binding affinity (normalized) is 0.633. (4) The peptide sequence is TVTVFKIPKKASEGA. The MHC is DRB1_0901 with pseudo-sequence DRB1_0901. The binding affinity (normalized) is 0.366. (5) The peptide sequence is VVITENCGTRGPSLR. The MHC is DRB1_0802 with pseudo-sequence DRB1_0802. The binding affinity (normalized) is 0.171. (6) The peptide sequence is AAAIAGTTVYGAFAA. The MHC is HLA-DPA10103-DPB10401 with pseudo-sequence HLA-DPA10103-DPB10401. The binding affinity (normalized) is 0.416.